The task is: Predict which catalyst facilitates the given reaction.. This data is from Catalyst prediction with 721,799 reactions and 888 catalyst types from USPTO. (1) The catalyst class is: 42. Reactant: C(=O)([O-])[O-].[K+].[K+].[C:7]([C:9]1[CH:10]=[C:11]([S:16]([N:19]([C:27]2[N:28]=[CH:29][S:30][CH:31]=2)[C:20](=[O:26])[O:21][C:22]([CH3:25])([CH3:24])[CH3:23])(=[O:18])=[O:17])[CH:12]=[CH:13][C:14]=1F)#[N:8].[Cl:32][C:33]1[CH:38]=[CH:37][C:36]([OH:39])=[C:35]([I:40])[CH:34]=1. Product: [Cl:32][C:33]1[CH:38]=[CH:37][C:36]([O:39][C:14]2[CH:13]=[CH:12][C:11]([S:16]([N:19]([C:27]3[N:28]=[CH:29][S:30][CH:31]=3)[C:20](=[O:26])[O:21][C:22]([CH3:25])([CH3:24])[CH3:23])(=[O:18])=[O:17])=[CH:10][C:9]=2[C:7]#[N:8])=[C:35]([I:40])[CH:34]=1. (2) Reactant: [Cl:1][C:2]1[CH:14]=[CH:13][C:5]([O:6][CH2:7][C:8]([O:10][CH2:11][CH3:12])=[O:9])=[C:4]([C:15]#[N:16])[CH:3]=1.CC(C)([O-])C.[K+].O.C(O)(=O)C. Product: [NH2:16][C:15]1[C:4]2[CH:3]=[C:2]([Cl:1])[CH:14]=[CH:13][C:5]=2[O:6][C:7]=1[C:8]([O:10][CH2:11][CH3:12])=[O:9]. The catalyst class is: 7. (3) Reactant: [CH2:1]([O:3][C:4](=[O:12])[C:5]1[CH:10]=[CH:9][C:8](Cl)=[N:7][CH:6]=1)[CH3:2].[NH:13]1[CH2:18][CH2:17][CH:16]([C:19]([NH2:21])=[O:20])[CH2:15][CH2:14]1.C(N(CC)C(C)C)(C)C.CO. Product: [CH2:1]([O:3][C:4]([C:5]1[CH:10]=[CH:9][C:8]([N:13]2[CH2:18][CH2:17][CH:16]([C:19](=[O:20])[NH2:21])[CH2:15][CH2:14]2)=[N:7][CH:6]=1)=[O:12])[CH3:2]. The catalyst class is: 16. (4) Reactant: [CH:1]1([C:4]#[C:5][CH2:6][NH:7][C:8](=[O:40])[C:9]2[CH:14]=[CH:13][CH:12]=[CH:11][C:10]=2[NH:15][C:16]2[CH:24]=[C:23]3[C:19]([C:20]([CH:33]=[N:34][N:35]4[CH:39]=[CH:38][CH:37]=[CH:36]4)=[N:21][N:22]3COCC[Si](C)(C)C)=[CH:18][CH:17]=2)[CH2:3][CH2:2]1.C1(N)C=CC=C(N)C=1. Product: [CH:1]1([C:4]#[C:5][CH2:6][NH:7][C:8](=[O:40])[C:9]2[CH:14]=[CH:13][CH:12]=[CH:11][C:10]=2[NH:15][C:16]2[CH:24]=[C:23]3[C:19]([C:20]([CH:33]=[N:34][N:35]4[CH:39]=[CH:38][CH:37]=[CH:36]4)=[N:21][NH:22]3)=[CH:18][CH:17]=2)[CH2:2][CH2:3]1. The catalyst class is: 6. (5) Reactant: [CH3:1][C:2]1[CH:7]=[CH:6][C:5]([S:8]([NH:11][CH2:12][C:13]([O:15][CH3:16])=[O:14])(=[O:10])=[O:9])=[CH:4][CH:3]=1.[H-].[Na+].[Br:19][C:20]1[C:21]([C:36]([O:38][CH2:39][CH3:40])=[O:37])=[C:22]([CH2:34]Br)[N:23]([CH2:26][C:27]2[CH:32]=[CH:31][C:30]([F:33])=[CH:29][CH:28]=2)[C:24]=1[Br:25].CO. Product: [Br:19][C:20]1[C:21]([C:36]([O:38][CH2:39][CH3:40])=[O:37])=[C:22]([CH2:34][N:11]([CH2:12][C:13]([O:15][CH3:16])=[O:14])[S:8]([C:5]2[CH:6]=[CH:7][C:2]([CH3:1])=[CH:3][CH:4]=2)(=[O:10])=[O:9])[N:23]([CH2:26][C:27]2[CH:28]=[CH:29][C:30]([F:33])=[CH:31][CH:32]=2)[C:24]=1[Br:25]. The catalyst class is: 174. (6) The catalyst class is: 62. Product: [F:1][C:2]1[CH:16]=[CH:15][C:5]2[N:6]=[C:7]([NH:9][C@H:10]3[CH2:11][C@H:12]([N:14]4[C:22]5[N:21]=[C:20]([S:32][CH3:33])[N:19]=[CH:18][C:23]=5[C:24]([CH3:30])([CH3:31])[C:25]4=[O:26])[CH2:13]3)[S:8][C:4]=2[CH:3]=1. Reactant: [F:1][C:2]1[CH:16]=[CH:15][C:5]2[N:6]=[C:7]([NH:9][C@H:10]3[CH2:13][C@H:12]([NH2:14])[CH2:11]3)[S:8][C:4]=2[CH:3]=1.Cl[C:18]1[C:23]([C:24]([CH3:31])([CH3:30])[C:25](OCC)=[O:26])=[CH:22][N:21]=[C:20]([S:32][CH3:33])[N:19]=1.C1(P(C2CCCCC2)C2C(OC)=CC=C(OC)C=2C2C(C(C)C)=CC(C(C)C)=CC=2C(C)C)CCCCC1.CC(C)([O-])C.[Na+]. (7) Reactant: [CH2:1]([O:3][C:4]([C:6]1[O:7][C:8]2[CH:15]=[CH:14][CH:13]=[C:12]([C:16]#[CH:17])[C:9]=2[C:10]=1[CH3:11])=[O:5])[CH3:2].C(OC(OC(C)(C)C)=O)(OC(C)(C)C)=O.[N+:33]([CH2:36][CH3:37])([O-])=[O:34]. Product: [CH2:1]([O:3][C:4]([C:6]1[O:7][C:8]2[CH:15]=[CH:14][CH:13]=[C:12]([C:16]3[O:34][N:33]=[C:36]([CH3:37])[CH:17]=3)[C:9]=2[C:10]=1[CH3:11])=[O:5])[CH3:2]. The catalyst class is: 599. (8) The catalyst class is: 39. Product: [F:1][C:2]1[C:7]2[N:8]([CH3:14])[C:9](=[O:13])[O:10][C:11](=[O:12])[C:6]=2[CH:5]=[CH:4][CH:3]=1. Reactant: [F:1][C:2]1[C:7]2[NH:8][C:9](=[O:13])[O:10][C:11](=[O:12])[C:6]=2[CH:5]=[CH:4][CH:3]=1.[C:14]([O-])([O-])=O.[Na+].[Na+].CI.